From a dataset of Full USPTO retrosynthesis dataset with 1.9M reactions from patents (1976-2016). Predict the reactants needed to synthesize the given product. Given the product [Cl:1][C:2]1[CH:3]=[CH:4][C:5]([S:8]([N:11]([CH2:21][C:22]2[CH:31]=[CH:30][C:25]([C:26]([NH:32][C@H:33]([CH3:36])[CH2:34][OH:35])=[O:27])=[CH:24][CH:23]=2)[C@H:12]([C:15]2[CH:20]=[CH:19][CH:18]=[CH:17][CH:16]=2)[CH2:13][CH3:14])(=[O:9])=[O:10])=[CH:6][CH:7]=1, predict the reactants needed to synthesize it. The reactants are: [Cl:1][C:2]1[CH:7]=[CH:6][C:5]([S:8]([N:11]([CH2:21][C:22]2[CH:31]=[CH:30][C:25]([C:26](OC)=[O:27])=[CH:24][CH:23]=2)[C@H:12]([C:15]2[CH:20]=[CH:19][CH:18]=[CH:17][CH:16]=2)[CH2:13][CH3:14])(=[O:10])=[O:9])=[CH:4][CH:3]=1.[NH2:32][C@H:33]([CH3:36])[CH2:34][OH:35].